This data is from Peptide-MHC class I binding affinity with 185,985 pairs from IEDB/IMGT. The task is: Regression. Given a peptide amino acid sequence and an MHC pseudo amino acid sequence, predict their binding affinity value. This is MHC class I binding data. (1) The peptide sequence is LEACYKRSV. The MHC is HLA-B15:01 with pseudo-sequence HLA-B15:01. The binding affinity (normalized) is 0.0847. (2) The peptide sequence is AVLQSGFRK. The MHC is HLA-B40:01 with pseudo-sequence HLA-B40:01. The binding affinity (normalized) is 0.0847. (3) The peptide sequence is GSYIALDSGR. The MHC is HLA-A68:01 with pseudo-sequence HLA-A68:01. The binding affinity (normalized) is 0.481. (4) The peptide sequence is DSQGLPEEL. The MHC is HLA-A02:06 with pseudo-sequence HLA-A02:06. The binding affinity (normalized) is 0.00357. (5) The peptide sequence is DEYGPVFVE. The MHC is HLA-A02:12 with pseudo-sequence HLA-A02:12. The binding affinity (normalized) is 0.0847. (6) The peptide sequence is PTIEDDKIV. The MHC is HLA-A68:02 with pseudo-sequence HLA-A68:02. The binding affinity (normalized) is 0. (7) The peptide sequence is ITMQVPFSV. The MHC is HLA-A02:01 with pseudo-sequence HLA-A02:01. The binding affinity (normalized) is 0.659. (8) The peptide sequence is PAASAIFDV. The MHC is HLA-A02:19 with pseudo-sequence HLA-A02:19. The binding affinity (normalized) is 0.0847.